The task is: Predict the reaction yield, written as a fraction of the theoretical maximum amount of product (1.0 means a 100% yield; for example, 0.34 means a 34% yield).. This data is from Reaction yield outcomes from USPTO patents with 853,638 reactions. (1) The reactants are [CH3:1][C:2]1[C:11]([N+:12]([O-])=O)=[C:10]([CH3:15])[CH:9]=[CH:8][C:3]=1[C:4]([O:6][CH3:7])=[O:5]. The catalyst is CO.[Pd]. The product is [NH2:12][C:11]1[C:2]([CH3:1])=[C:3]([CH:8]=[CH:9][C:10]=1[CH3:15])[C:4]([O:6][CH3:7])=[O:5]. The yield is 0.650. (2) The reactants are [S:1]1[CH:5]=[CH:4][C:3]2[CH:6]=[CH:7][C:8]([C:10]#[N:11])=[CH:9][C:2]1=2.[H-].[Al+3].[Li+].[H-].[H-].[H-].O.[OH-].[Na+]. The catalyst is C1COCC1. The product is [S:1]1[CH:5]=[CH:4][C:3]2[CH:6]=[CH:7][C:8]([CH2:10][NH2:11])=[CH:9][C:2]1=2. The yield is 0.820. (3) The reactants are [F:1][C:2]1[CH:7]=[C:6]([CH3:8])[CH:5]=[CH:4][C:3]=1[C:9]1[S:10][C:11]([C:15](OCC)=[O:16])=[C:12]([CH3:14])[N:13]=1.[H-].[H-].[H-].[H-].[Li+].[Al+3]. No catalyst specified. The product is [F:1][C:2]1[CH:7]=[C:6]([CH3:8])[CH:5]=[CH:4][C:3]=1[C:9]1[S:10][C:11]([CH2:15][OH:16])=[C:12]([CH3:14])[N:13]=1. The yield is 0.830. (4) The reactants are [Cl:1][C:2]1[CH:7]=[C:6]([N+:8]([O-])=O)[CH:5]=[CH:4][C:3]=1[S:11][C:12]1[CH:17]=[CH:16][CH:15]=[CH:14][CH:13]=1.[Cl-].[NH4+].CO. The catalyst is [Fe].O. The product is [Cl:1][C:2]1[CH:7]=[C:6]([CH:5]=[CH:4][C:3]=1[S:11][C:12]1[CH:17]=[CH:16][CH:15]=[CH:14][CH:13]=1)[NH2:8]. The yield is 0.440. (5) The reactants are [CH3:1][C:2]1[C:6]([CH2:7][N:8]2[CH:12]=[C:11]([N:13]3[C:17](=[O:18])[CH2:16][NH:15][C:14]3=[O:19])[CH:10]=[N:9]2)=[C:5]([CH3:20])[O:4][N:3]=1.Br[CH2:22][C:23]1[CH:28]=[CH:27][C:26]([F:29])=[CH:25][CH:24]=1. No catalyst specified. The product is [CH3:1][C:2]1[C:6]([CH2:7][N:8]2[CH:12]=[C:11]([N:13]3[C:17](=[O:18])[CH2:16][N:15]([CH2:22][C:23]4[CH:28]=[CH:27][C:26]([F:29])=[CH:25][CH:24]=4)[C:14]3=[O:19])[CH:10]=[N:9]2)=[C:5]([CH3:20])[O:4][N:3]=1. The yield is 0.330. (6) The reactants are C1N=CN(C(N2C=NC=C2)=O)C=1.[CH2:13]([O:15][P:16]([CH2:21][C:22]([OH:24])=O)([O:18][CH2:19][CH3:20])=[O:17])[CH3:14].[Br:25][C:26]1[CH:31]=[CH:30][C:29]([NH:32][C:33]2[C:34]3[CH:42]=[C:41]([NH2:43])[N:40]=[CH:39][C:35]=3[N:36]=[CH:37][N:38]=2)=[CH:28][C:27]=1[Cl:44].CC(N(C)C)=O. The catalyst is C1COCC1.O.ClCCl.CO. The product is [Br:25][C:26]1[CH:31]=[CH:30][C:29]([NH:32][C:33]2[C:34]3[CH:42]=[C:41]([NH:43][C:22](=[O:24])[CH2:21][P:16](=[O:17])([O:15][CH2:13][CH3:14])[O:18][CH2:19][CH3:20])[N:40]=[CH:39][C:35]=3[N:36]=[CH:37][N:38]=2)=[CH:28][C:27]=1[Cl:44]. The yield is 0.950. (7) The reactants are [NH2:1][S:2]([C:5]1[CH:10]=[CH:9][CH:8]=[CH:7][C:6]=1[NH:11][C:12]([C:14]1[C:23](=[O:24])[C:22]([CH2:28][CH2:29][CH3:30])([CH2:25][CH2:26][CH3:27])[C:21]2[C:16](=[CH:17][CH:18]=[CH:19][CH:20]=2)[C:15]=1[OH:31])=O)(=[O:4])=[O:3].C(O)(=O)CC(CC(O)=O)(C(O)=O)O.C(OCC)(=O)C. The catalyst is [OH-].[K+]. The product is [O:4]=[S:2]1(=[O:3])[C:5]2[CH:10]=[CH:9][CH:8]=[CH:7][C:6]=2[NH:11][C:12]([C:14]2[C:23](=[O:24])[C:22]([CH2:28][CH2:29][CH3:30])([CH2:25][CH2:26][CH3:27])[C:21]3[C:16]([C:15]=2[OH:31])=[CH:17][CH:18]=[CH:19][CH:20]=3)=[N:1]1. The yield is 0.570. (8) The reactants are [CH3:1][O:2][CH:3]([O:15][CH3:16])[CH2:4][C:5]1[C:6]([C:13]#[N:14])=[N:7][CH:8]=[C:9]([O:11][CH3:12])[CH:10]=1.O.C(=O)([O-])[O-:19].[Na+].[Na+].OO. The catalyst is CC(C)=O. The product is [CH3:16][O:15][CH:3]([O:2][CH3:1])[CH2:4][C:5]1[C:6]([C:13]([NH2:14])=[O:19])=[N:7][CH:8]=[C:9]([O:11][CH3:12])[CH:10]=1. The yield is 0.890. (9) The reactants are [CH2:1]([C:5]1[N:6]=[C:7]([CH3:35])[N:8]([CH2:31][C:32](O)=[O:33])[C:9](=[O:30])[C:10]=1[CH2:11][C:12]1[CH:17]=[CH:16][C:15]([C:18]2[CH:23]=[CH:22][CH:21]=[CH:20][C:19]=2[C:24]2[NH:28][C:27](=[O:29])[O:26][N:25]=2)=[CH:14][CH:13]=1)[CH2:2][CH2:3][CH3:4].[C:36]([NH2:40])([CH3:39])([CH3:38])[CH3:37].ON1C2C=CC=CC=2N=N1.Cl.C(N=C=NCCCN(C)C)C. The catalyst is C(OCC)(=O)C.CN(C)C=O. The product is [C:36]([NH:40][C:32](=[O:33])[CH2:31][N:8]1[C:9](=[O:30])[C:10]([CH2:11][C:12]2[CH:13]=[CH:14][C:15]([C:18]3[CH:23]=[CH:22][CH:21]=[CH:20][C:19]=3[C:24]3[NH:28][C:27](=[O:29])[O:26][N:25]=3)=[CH:16][CH:17]=2)=[C:5]([CH2:1][CH2:2][CH2:3][CH3:4])[N:6]=[C:7]1[CH3:35])([CH3:39])([CH3:38])[CH3:37]. The yield is 0.660.